This data is from NCI-60 drug combinations with 297,098 pairs across 59 cell lines. The task is: Regression. Given two drug SMILES strings and cell line genomic features, predict the synergy score measuring deviation from expected non-interaction effect. (1) Drug 1: COC1=C(C=C2C(=C1)N=CN=C2NC3=CC(=C(C=C3)F)Cl)OCCCN4CCOCC4. Drug 2: CC1=C2C(C(=O)C3(C(CC4C(C3C(C(C2(C)C)(CC1OC(=O)C(C(C5=CC=CC=C5)NC(=O)OC(C)(C)C)O)O)OC(=O)C6=CC=CC=C6)(CO4)OC(=O)C)O)C)O. Cell line: EKVX. Synergy scores: CSS=63.5, Synergy_ZIP=4.45, Synergy_Bliss=7.89, Synergy_Loewe=12.4, Synergy_HSA=13.3. (2) Drug 1: CC1=C2C(C(=O)C3(C(CC4C(C3C(C(C2(C)C)(CC1OC(=O)C(C(C5=CC=CC=C5)NC(=O)C6=CC=CC=C6)O)O)OC(=O)C7=CC=CC=C7)(CO4)OC(=O)C)O)C)OC(=O)C. Drug 2: CC1CCC2CC(C(=CC=CC=CC(CC(C(=O)C(C(C(=CC(C(=O)CC(OC(=O)C3CCCCN3C(=O)C(=O)C1(O2)O)C(C)CC4CCC(C(C4)OC)OCCO)C)C)O)OC)C)C)C)OC. Cell line: SR. Synergy scores: CSS=40.7, Synergy_ZIP=8.14, Synergy_Bliss=8.36, Synergy_Loewe=9.55, Synergy_HSA=5.29. (3) Drug 1: CC1C(C(=O)NC(C(=O)N2CCCC2C(=O)N(CC(=O)N(C(C(=O)O1)C(C)C)C)C)C(C)C)NC(=O)C3=C4C(=C(C=C3)C)OC5=C(C(=O)C(=C(C5=N4)C(=O)NC6C(OC(=O)C(N(C(=O)CN(C(=O)C7CCCN7C(=O)C(NC6=O)C(C)C)C)C)C(C)C)C)N)C. Drug 2: N.N.Cl[Pt+2]Cl. Cell line: HCC-2998. Synergy scores: CSS=40.7, Synergy_ZIP=-11.6, Synergy_Bliss=-9.23, Synergy_Loewe=-1.33, Synergy_HSA=0.344. (4) Drug 2: CC(C)CN1C=NC2=C1C3=CC=CC=C3N=C2N. Synergy scores: CSS=-6.75, Synergy_ZIP=5.10, Synergy_Bliss=4.44, Synergy_Loewe=-3.54, Synergy_HSA=-4.03. Cell line: MDA-MB-435. Drug 1: C(CC(=O)O)C(=O)CN.Cl.